Dataset: Catalyst prediction with 721,799 reactions and 888 catalyst types from USPTO. Task: Predict which catalyst facilitates the given reaction. (1) Reactant: [CH3:1][O:2][C:3](=[O:14])[C:4]1[CH:9]=[CH:8][C:7]([C:10]([CH3:12])=[CH2:11])=[CH:6][C:5]=1[Cl:13]. Product: [CH3:1][O:2][C:3](=[O:14])[C:4]1[CH:9]=[CH:8][C:7]([CH:10]([CH3:11])[CH3:12])=[CH:6][C:5]=1[Cl:13]. The catalyst class is: 458. (2) Reactant: [H-].[Na+].[C:3]([O:11][CH2:12][CH3:13])(=[O:10])[CH2:4][C:5]([O:7][CH2:8][CH3:9])=[O:6].[C:14]([O:18][C:19]([NH:21][C@@H:22]([C@@H:47]([O:58][Si:59]([C:62]([CH3:65])([CH3:64])[CH3:63])([CH3:61])[CH3:60])[C:48]1[CH:53]=[CH:52][C:51]([C:54]([F:57])([F:56])[F:55])=[CH:50][CH:49]=1)[CH2:23][N:24]([C:32]1[S:33][C:34]([C:37]2[CH:42]=[CH:41][C:40]([N+:43]([O-:45])=[O:44])=[C:39](F)[CH:38]=2)=[N:35][N:36]=1)[C:25](=[O:31])[O:26][C:27]([CH3:30])([CH3:29])[CH3:28])=[O:20])([CH3:17])([CH3:16])[CH3:15]. Product: [C:27]([O:26][C:25]([N:24]([CH2:23][C@@H:22]([NH:21][C:19]([O:18][C:14]([CH3:17])([CH3:16])[CH3:15])=[O:20])[C@@H:47]([O:58][Si:59]([C:62]([CH3:63])([CH3:64])[CH3:65])([CH3:61])[CH3:60])[C:48]1[CH:53]=[CH:52][C:51]([C:54]([F:57])([F:56])[F:55])=[CH:50][CH:49]=1)[C:32]1[S:33][C:34]([C:37]2[CH:42]=[CH:41][C:40]([N+:43]([O-:45])=[O:44])=[C:39]([CH:4]([C:5]([O:7][CH2:8][CH3:9])=[O:6])[C:3]([O:11][CH2:12][CH3:13])=[O:10])[CH:38]=2)=[N:35][N:36]=1)=[O:31])([CH3:28])([CH3:29])[CH3:30]. The catalyst class is: 12. (3) Reactant: NC1C=[C:6]([N+:8]([O-:10])=[O:9])[CH:5]=[CH:4][C:3]=1[OH:11].C([N:14]([CH2:17][CH3:18])[CH2:15]C)C.C(O)(=O)[CH2:20][C:21]([CH2:26]C(O)=O)([C:23](O)=O)[OH:22].[OH2:32]. Product: [OH:11][C:3]1[CH:4]=[CH:5][C:6]([N+:8]([O-:10])=[O:9])=[CH:18][C:17]=1[NH:14][C:15](=[O:32])[O:22][C:21]([CH3:26])([CH3:23])[CH3:20]. The catalyst class is: 64. (4) Reactant: [CH3:1][O:2][C:3](=[O:17])[C:4]1[CH:9]=[C:8]([N+:10]([O-])=O)[CH:7]=[CH:6][C:5]=1[O:13][CH:14]([F:16])[F:15]. Product: [CH3:1][O:2][C:3](=[O:17])[C:4]1[CH:9]=[C:8]([NH2:10])[CH:7]=[CH:6][C:5]=1[O:13][CH:14]([F:15])[F:16]. The catalyst class is: 19. (5) Reactant: Cl[C:2]1[CH:11]=[C:10]([CH3:12])[C:9]2[C:4](=[CH:5][CH:6]=[C:7]([F:13])[CH:8]=2)[N:3]=1.[NH2:14][C@H:15]1[CH2:19][CH2:18][C@H:17]([NH:20][C:21](=[O:27])[O:22][C:23]([CH3:26])([CH3:25])[CH3:24])[CH2:16]1.C([O-])([O-])=O.[Cs+].[Cs+].C1C=CC(P(C2C(C3C(P(C4C=CC=CC=4)C4C=CC=CC=4)=CC=C4C=3C=CC=C4)=C3C(C=CC=C3)=CC=2)C2C=CC=CC=2)=CC=1. Product: [F:13][C:7]1[CH:8]=[C:9]2[C:4](=[CH:5][CH:6]=1)[N:3]=[C:2]([NH:14][C@H:15]1[CH2:19][CH2:18][C@H:17]([NH:20][C:21](=[O:27])[O:22][C:23]([CH3:25])([CH3:24])[CH3:26])[CH2:16]1)[CH:11]=[C:10]2[CH3:12]. The catalyst class is: 160. (6) Reactant: [F:1][C:2]([F:34])([F:33])[C:3]1[CH:8]=[CH:7][CH:6]=[CH:5][C:4]=1[C:9]([N:11]1[CH2:16][CH2:15][N:14]([C:17]2[S:21][C:20]([C:22]3[N:23]=[N:24][N:25]([CH2:27][C:28]([O:30]CC)=[O:29])[N:26]=3)=[N:19][N:18]=2)[CH2:13][CH2:12]1)=[O:10].[Li+].[OH-].Cl. Product: [F:34][C:2]([F:1])([F:33])[C:3]1[CH:8]=[CH:7][CH:6]=[CH:5][C:4]=1[C:9]([N:11]1[CH2:16][CH2:15][N:14]([C:17]2[S:21][C:20]([C:22]3[N:23]=[N:24][N:25]([CH2:27][C:28]([OH:30])=[O:29])[N:26]=3)=[N:19][N:18]=2)[CH2:13][CH2:12]1)=[O:10]. The catalyst class is: 1. (7) Reactant: [Br:1][C:2]1[C:8]([F:9])=[CH:7][C:5]([NH2:6])=[C:4]([C:10]#[C:11][Si](C)(C)C)[CH:3]=1.CC([O-])(C)C.[K+]. Product: [Br:1][C:2]1[CH:3]=[C:4]2[C:5](=[CH:7][C:8]=1[F:9])[NH:6][CH:11]=[CH:10]2. The catalyst class is: 31. (8) Reactant: ClC(Cl)(O[C:5](=[O:11])OC(Cl)(Cl)Cl)Cl.[CH3:13][O:14][C:15]1[CH:20]=[CH:19][C:18]([C:21]2[N:22]=[C:23]([CH:32]3[CH2:37][CH2:36][NH:35][CH2:34][CH2:33]3)[O:24][C:25]=2[C:26]2[CH:31]=[CH:30][CH:29]=[CH:28][CH:27]=2)=[CH:17][CH:16]=1.C(N(CC)CC)C.Cl.Cl.[CH3:47][NH:48][OH:49]. Product: [CH3:13][O:14][C:15]1[CH:20]=[CH:19][C:18]([C:21]2[N:22]=[C:23]([CH:32]3[CH2:37][CH2:36][N:35]([C:5](=[O:11])[N:48]([OH:49])[CH3:47])[CH2:34][CH2:33]3)[O:24][C:25]=2[C:26]2[CH:31]=[CH:30][CH:29]=[CH:28][CH:27]=2)=[CH:17][CH:16]=1. The catalyst class is: 4. (9) Reactant: [CH2:1]([O:8][CH2:9][N:10]1[C:14]2[CH:15]=[CH:16][CH:17]=[CH:18][C:13]=2[N:12]=[CH:11]1)[C:2]1[CH:7]=[CH:6][CH:5]=[CH:4][CH:3]=1.[Li]CCCC.[CH2:24]([O:26][C:27]1[CH:28]=[C:29]([O:44][CH:45]([CH3:47])[CH3:46])[C:30]([F:43])=[C:31]([CH:42]=1)/[CH:32]=[N:33]/[C:34]1[CH:41]=[CH:40][C:37]([C:38]#[N:39])=[CH:36][CH:35]=1)[CH3:25]. Product: [CH2:1]([O:8][CH2:9][N:10]1[C:14]2[CH:15]=[CH:16][CH:17]=[CH:18][C:13]=2[N:12]=[C:11]1[N:33]([CH2:32][C:31]1[CH:42]=[C:27]([O:26][CH2:24][CH3:25])[CH:28]=[C:29]([O:44][CH:45]([CH3:47])[CH3:46])[C:30]=1[F:43])[C:34]1[CH:41]=[CH:40][C:37]([C:38]#[N:39])=[CH:36][CH:35]=1)[C:2]1[CH:3]=[CH:4][CH:5]=[CH:6][CH:7]=1. The catalyst class is: 1. (10) Reactant: [H-].[Na+].[C:3]1(=[O:10])[NH:9][CH2:8][CH2:7][CH2:6][CH2:5][CH2:4]1.[CH2:11](Br)[C:12]1[CH:17]=[CH:16][CH:15]=[CH:14][CH:13]=1.O. Product: [CH2:11]([N:9]1[CH2:8][CH2:7][CH2:6][CH2:5][CH2:4][C:3]1=[O:10])[C:12]1[CH:17]=[CH:16][CH:15]=[CH:14][CH:13]=1. The catalyst class is: 9.